This data is from Catalyst prediction with 721,799 reactions and 888 catalyst types from USPTO. The task is: Predict which catalyst facilitates the given reaction. (1) Reactant: [NH2:1][C:2]1[N:7]=[CH:6][C:5]([C:8]2[CH:9]=[C:10]([NH2:19])[C:11]([NH:14][C:15]([CH3:18])([CH3:17])[CH3:16])=[CH:12][CH:13]=2)=[CH:4][N:3]=1.[CH3:20][C:21]1[S:22][C:23]([C:27]2[CH:34]=[CH:33][C:32]([O:35][CH3:36])=[CH:31][C:28]=2[CH:29]=O)=[C:24]([CH3:26])[N:25]=1.OOS([O-])=O.[K+].S([O-])([O-])(=O)=S.[Na+].[Na+]. Product: [C:15]([N:14]1[C:11]2[CH:12]=[CH:13][C:8]([C:5]3[CH:4]=[N:3][C:2]([NH2:1])=[N:7][CH:6]=3)=[CH:9][C:10]=2[N:19]=[C:29]1[C:28]1[CH:31]=[C:32]([O:35][CH3:36])[CH:33]=[CH:34][C:27]=1[C:23]1[S:22][C:21]([CH3:20])=[N:25][C:24]=1[CH3:26])([CH3:16])([CH3:18])[CH3:17]. The catalyst class is: 18. (2) Reactant: [CH3:1][C:2]1[N:7]=[C:6]2[S:8][C:9]3[CH2:14][CH2:13][CH2:12][CH2:11][C:10]=3[C:5]2=[C:4]([C:15]2[CH:20]=[CH:19][CH:18]=[CH:17][C:16]=2[Cl:21])[C:3]=1[CH:22]([CH2:27][CH2:28][CH3:29])[C:23]([O:25]C)=[O:24].[OH-].[Na+]. Product: [CH3:1][C:2]1[N:7]=[C:6]2[S:8][C:9]3[CH2:14][CH2:13][CH2:12][CH2:11][C:10]=3[C:5]2=[C:4]([C:15]2[CH:20]=[CH:19][CH:18]=[CH:17][C:16]=2[Cl:21])[C:3]=1[CH:22]([CH2:27][CH2:28][CH3:29])[C:23]([OH:25])=[O:24]. The catalyst class is: 5. (3) Reactant: [Cl:1][C:2]1[CH:3]=[C:4]2[C:8](=[C:9]([CH2:11][N:12]3[C:16]4[CH:17]=[CH:18][C:19]([CH3:21])=[CH:20][C:15]=4[NH:14][C:13]3=[O:22])[CH:10]=1)[N:7]([CH3:23])[C:6]([CH3:24])=[C:5]2[CH3:25].[C:26]([O:32][CH3:33])(=[O:31])[CH:27]=[CH:28][CH2:29][CH3:30].C([O-])([O-])=O.[K+].[K+]. Product: [CH3:33][O:32][C:26](=[O:31])[CH2:27][CH:28]([N:14]1[C:15]2[CH:20]=[C:19]([CH3:21])[CH:18]=[CH:17][C:16]=2[N:12]([CH2:11][C:9]2[CH:10]=[C:2]([Cl:1])[CH:3]=[C:4]3[C:8]=2[N:7]([CH3:23])[C:6]([CH3:24])=[C:5]3[CH3:25])[C:13]1=[O:22])[CH2:29][CH3:30]. The catalyst class is: 566. (4) Reactant: C(O[C@H]1CN(C(OC(C)(C)C)=O)[C@@H]([C@@H](O)[C@@H](NC(=O)[C:32]2[CH:37]=[CH:36][CH:35]=[C:34]([C:38]([N:40]3CCC[C@@H]3C3SC=C(C)N=3)=[O:39])[CH:33]=2)CC2C=CC=CC=2)C1)C1C=CC=CC=1.Cl.O1CCOCC1. Product: [C:38]([NH2:40])(=[O:39])[C:34]1[CH:35]=[CH:36][CH:37]=[CH:32][CH:33]=1. The catalyst class is: 5. (5) Reactant: [OH:1][CH2:2][C@H:3]1[CH2:8][CH2:7][C@H:6]([NH:9][C:10](=[O:16])[O:11][C:12]([CH3:15])([CH3:14])[CH3:13])[CH2:5][CH2:4]1.C(Cl)Cl.[CH3:20][S:21](Cl)(=[O:23])=[O:22]. Product: [CH3:20][S:21]([O:1][CH2:2][C@H:3]1[CH2:4][CH2:5][C@H:6]([NH:9][C:10]([O:11][C:12]([CH3:13])([CH3:15])[CH3:14])=[O:16])[CH2:7][CH2:8]1)(=[O:23])=[O:22]. The catalyst class is: 1. (6) Reactant: [Cl:1][C:2]1[CH:7]=[CH:6][C:5]([C:8]2[CH:13]=[CH:12][CH:11]=[CH:10][C:9]=2[C@H:14]([O:30][P:31]([O:36][CH2:37][CH3:38])([O:33][CH2:34][CH3:35])=[O:32])[CH:15]2[CH2:20][CH2:19][N:18]([C:21]3[CH:29]=[CH:28][C:24]([C:25](O)=[O:26])=[CH:23][CH:22]=3)[CH2:17][CH2:16]2)=[CH:4][CH:3]=1.[O:39]1[CH2:44][CH2:43][N:42]([CH2:45][CH2:46][C@@H:47]([NH:56][C:57]2[CH:62]=[CH:61][C:60]([S:63]([NH2:66])(=[O:65])=[O:64])=[CH:59][C:58]=2[S:67]([C:70]([F:73])([F:72])[F:71])(=[O:69])=[O:68])[CH2:48][S:49][C:50]2[CH:55]=[CH:54][CH:53]=[CH:52][CH:51]=2)[CH2:41][CH2:40]1.C(Cl)CCl. Product: [ClH:1].[P:31]([O:36][CH2:37][CH3:38])([O:33][CH2:34][CH3:35])([O:30][C@@H:14]([C:9]1[CH:10]=[CH:11][CH:12]=[CH:13][C:8]=1[C:5]1[CH:4]=[CH:3][C:2]([Cl:1])=[CH:7][CH:6]=1)[CH:15]1[CH2:20][CH2:19][N:18]([C:21]2[CH:29]=[CH:28][C:24]([C:25](=[O:26])[NH:66][S:63]([C:60]3[CH:61]=[CH:62][C:57]([NH:56][C@H:47]([CH2:46][CH2:45][N:42]4[CH2:43][CH2:44][O:39][CH2:40][CH2:41]4)[CH2:48][S:49][C:50]4[CH:55]=[CH:54][CH:53]=[CH:52][CH:51]=4)=[C:58]([S:67]([C:70]([F:72])([F:73])[F:71])(=[O:69])=[O:68])[CH:59]=3)(=[O:64])=[O:65])=[CH:23][CH:22]=2)[CH2:17][CH2:16]1)=[O:32]. The catalyst class is: 2. (7) Reactant: [OH:1][C:2]1[CH:7]=[CH:6][C:5]2[CH2:8][O:9][C@@H:10]3[C@H:14]([C:4]=2[CH:3]=1)[CH2:13][N:12]([C:15]([O:17][C:18]([CH3:21])([CH3:20])[CH3:19])=[O:16])[CH2:11]3.[H-].[Na+].C1(N[S:31]([C:34]([F:37])([F:36])[F:35])(=[O:33])=[O:32])C=CC=CC=1. Product: [F:35][C:34]([F:37])([F:36])[S:31]([O:1][C:2]1[CH:7]=[CH:6][C:5]2[CH2:8][O:9][C@@H:10]3[C@H:14]([C:4]=2[CH:3]=1)[CH2:13][N:12]([C:15]([O:17][C:18]([CH3:21])([CH3:20])[CH3:19])=[O:16])[CH2:11]3)(=[O:33])=[O:32]. The catalyst class is: 7.